This data is from Full USPTO retrosynthesis dataset with 1.9M reactions from patents (1976-2016). The task is: Predict the reactants needed to synthesize the given product. (1) Given the product [F:40][C:9]([F:8])([F:41])[C:10]1[N:11]=[CH:12][C:13]([C:16]2[N:21]=[CH:20][N:19]=[C:18]([CH2:22][NH:23][C:24]([CH:26]3[CH2:32][CH2:31][C:28]4([CH2:30][CH2:29]4)[NH:27]3)=[O:25])[CH:17]=2)=[CH:14][N:15]=1, predict the reactants needed to synthesize it. The reactants are: FC(F)(F)C(O)=O.[F:8][C:9]([F:41])([F:40])[C:10]1[N:15]=[CH:14][C:13]([C:16]2[N:21]=[CH:20][N:19]=[C:18]([CH2:22][NH:23][C:24]([CH:26]3[CH2:32][CH2:31][C:28]4([CH2:30][CH2:29]4)[N:27]3C(OC(C)(C)C)=O)=[O:25])[CH:17]=2)=[CH:12][N:11]=1. (2) Given the product [CH:12]([C:8]1[CH:7]=[C:6]([CH:10]=[O:11])[O:5][CH:9]=1)([CH3:14])[CH3:13], predict the reactants needed to synthesize it. The reactants are: [Cl-].[Al+3].[Cl-].[Cl-].[O:5]1[CH:9]=[CH:8][CH:7]=[C:6]1[CH:10]=[O:11].[CH:12](Cl)([CH3:14])[CH3:13].